From a dataset of Catalyst prediction with 721,799 reactions and 888 catalyst types from USPTO. Predict which catalyst facilitates the given reaction. (1) Reactant: O=[C:2]1[CH2:7][CH2:6][N:5]([C:8]([O:10][CH2:11][C:12]2[CH:17]=[CH:16][CH:15]=[CH:14][CH:13]=2)=[O:9])[CH2:4][CH2:3]1.ClCCl.COCCN(S(F)(F)[F:31])CCOC.C(=O)(O)[O-].[Na+]. Product: [F:31][CH:2]1[CH2:7][CH2:6][N:5]([C:8]([O:10][CH2:11][C:12]2[CH:17]=[CH:16][CH:15]=[CH:14][CH:13]=2)=[O:9])[CH2:4][CH2:3]1. The catalyst class is: 6. (2) Reactant: [CH2:1]([O:5][CH2:6][CH2:7][O:8][C:9]1[CH:14]=[CH:13][C:12]([C:15]2[CH:16]=[CH:17][C:18]3[N:24]([CH2:25][CH:26]([CH3:28])[CH3:27])[CH2:23][CH2:22][C:21]([C:29]([NH:31][C:32]4[CH:37]=[CH:36][C:35]([S:38][CH2:39][C:40]5[N:44]([CH2:45][C:46]#[CH:47])[CH:43]=[N:42][CH:41]=5)=[CH:34][CH:33]=4)=[O:30])=[CH:20][C:19]=3[CH:48]=2)=[CH:11][CH:10]=1)[CH2:2][CH2:3][CH3:4].ClC1C=CC=C(C(OO)=[O:57])C=1.CSC.O. Product: [CH2:1]([O:5][CH2:6][CH2:7][O:8][C:9]1[CH:10]=[CH:11][C:12]([C:15]2[CH:16]=[CH:17][C:18]3[N:24]([CH2:25][CH:26]([CH3:27])[CH3:28])[CH2:23][CH2:22][C:21]([C:29]([NH:31][C:32]4[CH:33]=[CH:34][C:35]([S:38]([CH2:39][C:40]5[N:44]([CH2:45][C:46]#[CH:47])[CH:43]=[N:42][CH:41]=5)=[O:57])=[CH:36][CH:37]=4)=[O:30])=[CH:20][C:19]=3[CH:48]=2)=[CH:13][CH:14]=1)[CH2:2][CH2:3][CH3:4]. The catalyst class is: 4.